Dataset: Reaction yield outcomes from USPTO patents with 853,638 reactions. Task: Predict the reaction yield, written as a fraction of the theoretical maximum amount of product (1.0 means a 100% yield; for example, 0.34 means a 34% yield). (1) The reactants are [Br-].[O:2]1[C:6]2[CH:7]=[CH:8][C:9]([CH2:11][P+](C3C=CC=CC=3)(C3C=CC=CC=3)C3C=CC=CC=3)=[CH:10][C:5]=2[O:4][CH2:3]1.[Li]CCCC.[CH:36]([C:39]1[CH:40]=[C:41]([CH:45]([CH3:49])[CH2:46][CH:47]=O)[CH:42]=[CH:43][CH:44]=1)([CH3:38])[CH3:37].O. The catalyst is C1COCC1. The product is [CH:36]([C:39]1[CH:40]=[C:41]([CH:45]([CH3:49])[CH2:46][CH:47]=[CH:11][C:9]2[CH:8]=[CH:7][C:6]3[O:2][CH2:3][O:4][C:5]=3[CH:10]=2)[CH:42]=[CH:43][CH:44]=1)([CH3:38])[CH3:37]. The yield is 0.750. (2) The reactants are [CH:1]1([C:7]2[C:8]3[CH:26]=[CH:25][C:24]([C:27]([O:29][CH2:30][CH3:31])=[O:28])=[N:23][C:9]=3[N:10]3[C:16]=2[C:15]2[CH:17]=[CH:18][C:19]([OH:21])=[CH:20][C:14]=2[C:13](=[O:22])[CH2:12][CH2:11]3)[CH2:6][CH2:5][CH2:4][CH2:3][CH2:2]1.C(=O)([O-])[O-].[K+].[K+].[CH2:38](Br)[C:39]1[CH:44]=[CH:43][CH:42]=[CH:41][CH:40]=1.C(=O)([O-])O.[Na+]. The catalyst is CN(C)C=O. The product is [CH2:38]([O:21][C:19]1[CH:18]=[CH:17][C:15]2[C:16]3[N:10]([CH2:11][CH2:12][C:13](=[O:22])[C:14]=2[CH:20]=1)[C:9]1[N:23]=[C:24]([C:27]([O:29][CH2:30][CH3:31])=[O:28])[CH:25]=[CH:26][C:8]=1[C:7]=3[CH:1]1[CH2:2][CH2:3][CH2:4][CH2:5][CH2:6]1)[C:39]1[CH:44]=[CH:43][CH:42]=[CH:41][CH:40]=1. The yield is 0.820.